Predict the product of the given reaction. From a dataset of Forward reaction prediction with 1.9M reactions from USPTO patents (1976-2016). (1) Given the reactants [F:1][C:2]1[C:10]([F:11])=[C:9](F)[C:8]([F:13])=[C:7]([F:14])[C:3]=1[C:4](Cl)=[O:5].[Br:15][C:16]1[S:17][CH:18]=[CH:19][CH:20]=1.[Cl-].[Al+3].[Cl-].[Cl-], predict the reaction product. The product is: [F:14][C:7]1[C:8]([F:13])=[CH:9][C:10]([F:11])=[C:2]([F:1])[C:3]=1[C:4]([C:18]1[S:17][C:16]([Br:15])=[CH:20][CH:19]=1)=[O:5]. (2) Given the reactants Cl[C:2]1[N:3]=[CH:4][CH:5]=[C:6]2[CH:10]=[CH:9][NH:8][C:7]=12.[CH:11]1([C:14]([NH2:16])=[O:15])[CH2:13][CH2:12]1, predict the reaction product. The product is: [NH:8]1[C:7]2=[C:2]([NH:16][C:14]([CH:11]3[CH2:13][CH2:12]3)=[O:15])[N:3]=[CH:4][CH:5]=[C:6]2[CH:10]=[CH:9]1. (3) Given the reactants [CH3:1][S:2]([C:5]1[CH:13]=[CH:12][C:8]([C:9](O)=[O:10])=[CH:7][CH:6]=1)(=[O:4])=[O:3].[C:14](Cl)(=O)[C:15](Cl)=O.[CH:20](/[C:36]1[CH:41]=[CH:40][C:39]([NH2:42])=[CH:38][C:37]=1[S:43]([O:46]C(C)C)(=[O:45])=[O:44])=[CH:21]\[C:22]1[CH:27]=[CH:26][C:25]([NH2:28])=[CH:24][C:23]=1[S:29]([O:32]C(C)C)(=[O:31])=[O:30].[C:50](=[O:53])([O-])[O-].[K+].[K+], predict the reaction product. The product is: [CH:20](/[C:36]1[CH:41]=[CH:40][C:39]([NH:42][C:9](=[O:10])[C:8]2[CH:12]=[CH:13][C:5]([S:2]([CH3:1])(=[O:4])=[O:3])=[CH:6][CH:7]=2)=[CH:38][C:37]=1[S:43]([OH:46])(=[O:45])=[O:44])=[CH:21]\[C:22]1[CH:27]=[CH:26][C:25]([NH:28][C:50](=[O:53])[C:15]2[CH:14]=[CH:13][C:5]([S:2]([CH3:1])(=[O:4])=[O:3])=[CH:6][CH:7]=2)=[CH:24][C:23]=1[S:29]([OH:32])(=[O:30])=[O:31]. (4) Given the reactants Br[C:2]1[CH:7]=[CH:6][C:5]([C:8]2[N:12]([CH2:13][C@@H:14]3[CH2:18][CH2:17][N:16]([C:19]([CH:21]4[CH2:23][CH2:22]4)=[O:20])[CH2:15]3)[C:11]3[CH:24]=[CH:25][C:26]([C:28]([F:31])([F:30])[F:29])=[CH:27][C:10]=3[N:9]=2)=[CH:4][CH:3]=1.C([O-])(=O)C.[K+].CC1(C)C(C)(C)OB(B2OC(C)(C)C(C)(C)O2)O1.Br[C:56]1[CH:57]=[C:58]2[NH:64][CH:63]=[CH:62][C:59]2=[N:60][CH:61]=1.C(=O)([O-])[O-].[K+].[K+], predict the reaction product. The product is: [CH:21]1([C:19]([N:16]2[CH2:17][CH2:18][C@@H:14]([CH2:13][N:12]3[C:11]4[CH:24]=[CH:25][C:26]([C:28]([F:31])([F:30])[F:29])=[CH:27][C:10]=4[N:9]=[C:8]3[C:5]3[CH:6]=[CH:7][C:2]([C:56]4[CH:57]=[C:58]5[NH:64][CH:63]=[CH:62][C:59]5=[N:60][CH:61]=4)=[CH:3][CH:4]=3)[CH2:15]2)=[O:20])[CH2:23][CH2:22]1.